This data is from Peptide-MHC class I binding affinity with 185,985 pairs from IEDB/IMGT. The task is: Regression. Given a peptide amino acid sequence and an MHC pseudo amino acid sequence, predict their binding affinity value. This is MHC class I binding data. (1) The peptide sequence is FLHYCNSYA. The MHC is HLA-A02:03 with pseudo-sequence HLA-A02:03. The binding affinity (normalized) is 0.752. (2) The peptide sequence is FPEHIFPAL. The MHC is HLA-B58:01 with pseudo-sequence HLA-B58:01. The binding affinity (normalized) is 0.0847. (3) The peptide sequence is AMISLAKKI. The MHC is HLA-A02:01 with pseudo-sequence HLA-A02:01. The binding affinity (normalized) is 0.371. (4) The peptide sequence is GGPGQKARLMA. The MHC is Mamu-A01 with pseudo-sequence Mamu-A01. The binding affinity (normalized) is 0.198. (5) The peptide sequence is IHDFVDKTL. The MHC is HLA-A24:02 with pseudo-sequence HLA-A24:02. The binding affinity (normalized) is 0.0338. (6) The peptide sequence is KEKGGLEGL. The binding affinity (normalized) is 0.592. The MHC is HLA-B40:02 with pseudo-sequence HLA-B40:02.